Binary Classification. Given a T-cell receptor sequence (or CDR3 region) and an epitope sequence, predict whether binding occurs between them. From a dataset of TCR-epitope binding with 47,182 pairs between 192 epitopes and 23,139 TCRs. (1) The epitope is YIFFASFYY. The TCR CDR3 sequence is CASSEGAGRGDTQYF. Result: 0 (the TCR does not bind to the epitope). (2) The epitope is LLLGIGILV. The TCR CDR3 sequence is CASTLTTDPYEQYF. Result: 0 (the TCR does not bind to the epitope). (3) The epitope is YLDAYNMMI. The TCR CDR3 sequence is CASRRPREGLANEQFF. Result: 0 (the TCR does not bind to the epitope).